This data is from NCI-60 drug combinations with 297,098 pairs across 59 cell lines. The task is: Regression. Given two drug SMILES strings and cell line genomic features, predict the synergy score measuring deviation from expected non-interaction effect. (1) Drug 1: COC1=CC(=CC(=C1O)OC)C2C3C(COC3=O)C(C4=CC5=C(C=C24)OCO5)OC6C(C(C7C(O6)COC(O7)C8=CC=CS8)O)O. Drug 2: CC1=C(C=C(C=C1)NC(=O)C2=CC=C(C=C2)CN3CCN(CC3)C)NC4=NC=CC(=N4)C5=CN=CC=C5. Cell line: UACC-257. Synergy scores: CSS=8.79, Synergy_ZIP=-3.28, Synergy_Bliss=-3.79, Synergy_Loewe=-26.2, Synergy_HSA=-4.23. (2) Drug 1: CN(C)C1=NC(=NC(=N1)N(C)C)N(C)C. Drug 2: CS(=O)(=O)CCNCC1=CC=C(O1)C2=CC3=C(C=C2)N=CN=C3NC4=CC(=C(C=C4)OCC5=CC(=CC=C5)F)Cl. Cell line: HT29. Synergy scores: CSS=3.66, Synergy_ZIP=6.63, Synergy_Bliss=8.81, Synergy_Loewe=0.929, Synergy_HSA=1.87. (3) Drug 1: CC1=C2C(C(=O)C3(C(CC4C(C3C(C(C2(C)C)(CC1OC(=O)C(C(C5=CC=CC=C5)NC(=O)OC(C)(C)C)O)O)OC(=O)C6=CC=CC=C6)(CO4)OC(=O)C)OC)C)OC. Drug 2: C1=C(C(=O)NC(=O)N1)N(CCCl)CCCl. Cell line: HT29. Synergy scores: CSS=56.4, Synergy_ZIP=2.61, Synergy_Bliss=0.562, Synergy_Loewe=-12.2, Synergy_HSA=2.82. (4) Drug 1: CC1C(C(CC(O1)OC2CC(CC3=C2C(=C4C(=C3O)C(=O)C5=C(C4=O)C(=CC=C5)OC)O)(C(=O)C)O)N)O.Cl. Drug 2: CN(C(=O)NC(C=O)C(C(C(CO)O)O)O)N=O. Cell line: MALME-3M. Synergy scores: CSS=27.0, Synergy_ZIP=-5.93, Synergy_Bliss=-1.34, Synergy_Loewe=-27.5, Synergy_HSA=-3.13.